Dataset: Merck oncology drug combination screen with 23,052 pairs across 39 cell lines. Task: Regression. Given two drug SMILES strings and cell line genomic features, predict the synergy score measuring deviation from expected non-interaction effect. (1) Drug 1: C=CCn1c(=O)c2cnc(Nc3ccc(N4CCN(C)CC4)cc3)nc2n1-c1cccc(C(C)(C)O)n1. Drug 2: CC(C)CC(NC(=O)C(Cc1ccccc1)NC(=O)c1cnccn1)B(O)O. Cell line: KPL1. Synergy scores: synergy=-2.98. (2) Drug 1: O=C(O)C1(Cc2cccc(Nc3nccs3)n2)CCC(Oc2cccc(Cl)c2F)CC1. Drug 2: CCc1cnn2c(NCc3ccc[n+]([O-])c3)cc(N3CCCCC3CCO)nc12. Cell line: MDAMB436. Synergy scores: synergy=-3.52. (3) Drug 1: COC1=C2CC(C)CC(OC)C(O)C(C)C=C(C)C(OC(N)=O)C(OC)C=CC=C(C)C(=O)NC(=CC1=O)C2=O. Drug 2: NC1CCCCC1N.O=C(O)C(=O)O.[Pt+2]. Cell line: EFM192B. Synergy scores: synergy=-19.2. (4) Drug 1: CC1CC2C3CCC4=CC(=O)C=CC4(C)C3(F)C(O)CC2(C)C1(O)C(=O)CO. Drug 2: NC(=O)c1cccc2cn(-c3ccc(C4CCCNC4)cc3)nc12. Cell line: MDAMB436. Synergy scores: synergy=-0.677. (5) Drug 1: CN1C(=O)C=CC2(C)C3CCC4(C)C(NC(=O)OCC(F)(F)F)CCC4C3CCC12. Drug 2: CC1(c2nc3c(C(N)=O)cccc3[nH]2)CCCN1. Cell line: A427. Synergy scores: synergy=7.38. (6) Drug 1: Nc1ccn(C2OC(CO)C(O)C2(F)F)c(=O)n1. Drug 2: CCc1cnn2c(NCc3ccc[n+]([O-])c3)cc(N3CCCCC3CCO)nc12. Cell line: PA1. Synergy scores: synergy=-5.65. (7) Drug 1: O=S1(=O)NC2(CN1CC(F)(F)F)C1CCC2Cc2cc(C=CCN3CCC(C(F)(F)F)CC3)ccc2C1. Drug 2: C#Cc1cccc(Nc2ncnc3cc(OCCOC)c(OCCOC)cc23)c1. Cell line: ES2. Synergy scores: synergy=-6.44. (8) Drug 2: CCc1cnn2c(NCc3ccc[n+]([O-])c3)cc(N3CCCCC3CCO)nc12. Drug 1: CC(=O)OC1C(=O)C2(C)C(O)CC3OCC3(OC(C)=O)C2C(OC(=O)c2ccccc2)C2(O)CC(OC(=O)C(O)C(NC(=O)c3ccccc3)c3ccccc3)C(C)=C1C2(C)C. Synergy scores: synergy=12.2. Cell line: OV90. (9) Drug 1: CCc1cnn2c(NCc3ccc[n+]([O-])c3)cc(N3CCCCC3CCO)nc12. Drug 2: Cn1cc(-c2cnn3c(N)c(Br)c(C4CCCNC4)nc23)cn1. Cell line: SKMES1. Synergy scores: synergy=-28.1.